Dataset: Retrosynthesis with 50K atom-mapped reactions and 10 reaction types from USPTO. Task: Predict the reactants needed to synthesize the given product. (1) Given the product O=C(Nc1c(C(=O)O)n(Cc2cccc(Cl)c2)c2cc(-c3ccc(CO)cc3)ccc12)c1ccc(Cl)cc1, predict the reactants needed to synthesize it. The reactants are: CCOC(=O)c1c(NC(=O)c2ccc(Cl)cc2)c2ccc(-c3ccc(CO)cc3)cc2n1Cc1cccc(Cl)c1. (2) Given the product COCOc1ccc(Cc2c(C)cc(CBr)cc2C)cc1Cc1ccc(F)cc1, predict the reactants needed to synthesize it. The reactants are: BrC(Br)(Br)Br.COCOc1ccc(Cc2c(C)cc(CO)cc2C)cc1Cc1ccc(F)cc1.